Dataset: TCR-epitope binding with 47,182 pairs between 192 epitopes and 23,139 TCRs. Task: Binary Classification. Given a T-cell receptor sequence (or CDR3 region) and an epitope sequence, predict whether binding occurs between them. The epitope is TLIGDCATV. The TCR CDR3 sequence is CASSLGGTKNEQFF. Result: 0 (the TCR does not bind to the epitope).